From a dataset of Forward reaction prediction with 1.9M reactions from USPTO patents (1976-2016). Predict the product of the given reaction. (1) Given the reactants [C:1]([O:6][CH2:7][CH3:8])(=[O:5])[CH:2]([CH3:4])[CH3:3].[Li+].CC([N-][CH:14]([CH3:16])[CH3:15])C.Br[CH2:18][C:19]1[CH:20]=[C:21]([C:25]([C:27]2[CH:32]=[CH:31][CH:30]=[C:29]([CH2:33]Br)[CH:28]=2)=[O:26])[CH:22]=[CH:23][CH:24]=1.[OH2:35].C1[CH2:40][O:39][CH2:38][CH2:37]1, predict the reaction product. The product is: [CH2:38]([O:39][C:40](=[O:35])[C:14]([CH3:15])([CH3:16])[CH2:18][C:19]1[CH:24]=[CH:23][CH:22]=[C:21]([C:25](=[O:26])[C:27]2[CH:32]=[CH:31][CH:30]=[C:29]([CH2:33][C:2]([C:1]([O:6][CH2:7][CH3:8])=[O:5])([CH3:4])[CH3:3])[CH:28]=2)[CH:20]=1)[CH3:37]. (2) Given the reactants [C:1]1([CH3:11])[CH:6]=[CH:5][C:4]([S:7]([OH:10])(=[O:9])=[O:8])=[CH:3][CH:2]=1.[CH3:12][NH:13][CH2:14][C:15]([O:17][C@H:18]([CH3:55])[CH2:19][N:20]1[C:24]([CH3:25])=[C:23]([C:26](=[O:47])[NH:27][C:28]2[CH:33]=[CH:32][C:31]([O:34][C:35]3[C:44]4[C:39](=[CH:40][C:41]([O:45][CH3:46])=[CH:42][CH:43]=4)[N:38]=[CH:37][CH:36]=3)=[CH:30][N:29]=2)[C:22](=[O:48])[N:21]1[C:49]1[CH:54]=[CH:53][CH:52]=[CH:51][CH:50]=1)=[O:16], predict the reaction product. The product is: [CH3:11][C:1]1[CH:2]=[CH:3][C:4]([S:7]([OH:10])(=[O:9])=[O:8])=[CH:5][CH:6]=1.[CH3:12][NH:13][CH2:14][C:15]([O:17][C@H:18]([CH3:55])[CH2:19][N:20]1[C:24]([CH3:25])=[C:23]([C:26](=[O:47])[NH:27][C:28]2[CH:33]=[CH:32][C:31]([O:34][C:35]3[C:44]4[C:39](=[CH:40][C:41]([O:45][CH3:46])=[CH:42][CH:43]=4)[N:38]=[CH:37][CH:36]=3)=[CH:30][N:29]=2)[C:22](=[O:48])[N:21]1[C:49]1[CH:50]=[CH:51][CH:52]=[CH:53][CH:54]=1)=[O:16].